This data is from Forward reaction prediction with 1.9M reactions from USPTO patents (1976-2016). The task is: Predict the product of the given reaction. (1) The product is: [NH:3]1[CH2:8][CH2:7][NH:6][CH2:5][CH:4]1[C:9]([O:11][CH3:12])=[O:10]. Given the reactants Cl.Cl.[NH:3]1[CH2:8][CH2:7][NH:6][CH2:5][CH:4]1[C:9]([OH:11])=[O:10].[C:12](=O)(O)[O-].[Na+].C[Si](C=[N+]=[N-])(C)C, predict the reaction product. (2) Given the reactants [Cl:1][C:2]1[CH:7]=[CH:6][C:5]([CH:8]2[N:12]([CH3:13])[N:11]=[C:10]([C:14]3[S:15][CH:16]=[CH:17][C:18]=3[Cl:19])[CH2:9]2)=[CH:4][CH:3]=1.CNN, predict the reaction product. The product is: [Cl:1][C:2]1[CH:7]=[CH:6][C:5]([C:8]2[N:12]([CH3:13])[N:11]=[C:10]([C:14]3[S:15][CH:16]=[CH:17][C:18]=3[Cl:19])[CH:9]=2)=[CH:4][CH:3]=1. (3) Given the reactants Cl[C:2]1[C:7]([NH:8][C:9](=[O:16])[C:10]2[CH:15]=[CH:14][CH:13]=[CH:12][CH:11]=2)=[CH:6][CH:5]=[C:4]([Cl:17])[N:3]=1.C(=O)([O-])[O-].[Na+].[Na+], predict the reaction product. The product is: [Cl:17][C:4]1[N:3]=[C:2]2[O:16][C:9]([C:10]3[CH:15]=[CH:14][CH:13]=[CH:12][CH:11]=3)=[N:8][C:7]2=[CH:6][CH:5]=1. (4) The product is: [C:17]([Si:14]([CH3:16])([CH3:15])[O:13][CH2:12][CH2:11][O:10][C:3]1[CH:4]=[CH:5][C:6]([CH2:8][OH:9])=[N:7][C:2]=1[C:28]1[CH:29]=[CH:30][C:25]([S:22]([CH3:21])(=[O:23])=[O:24])=[CH:26][C:27]=1[C:34]([F:35])([F:37])[F:36])([CH3:20])([CH3:19])[CH3:18]. Given the reactants Br[C:2]1[N:7]=[C:6]([CH2:8][OH:9])[CH:5]=[CH:4][C:3]=1[O:10][CH2:11][CH2:12][O:13][Si:14]([C:17]([CH3:20])([CH3:19])[CH3:18])([CH3:16])[CH3:15].[CH3:21][S:22]([C:25]1[CH:30]=[CH:29][C:28](B(O)O)=[C:27]([C:34]([F:37])([F:36])[F:35])[CH:26]=1)(=[O:24])=[O:23].C([O-])([O-])=O.[Na+].[Na+], predict the reaction product. (5) Given the reactants [NH2:1][C:2]1[C:7]([OH:8])=[C:6]([Cl:9])[N:5]=[CH:4][N:3]=1.C([O-])([O-])=O.[Cs+].[Cs+].[F:16][C:17]([F:28])([F:27])[CH2:18]OS(C(F)(F)F)(=O)=O, predict the reaction product. The product is: [Cl:9][C:6]1[N:5]=[CH:4][N:3]=[C:2]([NH2:1])[C:7]=1[O:8][CH2:18][C:17]([F:28])([F:27])[F:16]. (6) Given the reactants [C:1]([NH:5][C:6]([C:8]1[CH:13]=[CH:12][C:11](Br)=[CH:10][N:9]=1)=[O:7])([CH3:4])([CH3:3])[CH3:2].[Cl:15][C:16]1[CH:21]=[C:20]([C:22]#[C:23][Si](C)(C)C)[CH:19]=[CH:18][N:17]=1.CCN(CC)CC.CCCC[N+](CCCC)(CCCC)CCCC.[F-], predict the reaction product. The product is: [C:1]([NH:5][C:6]([C:8]1[CH:13]=[CH:12][C:11]([C:23]#[C:22][C:20]2[CH:19]=[CH:18][N:17]=[C:16]([Cl:15])[CH:21]=2)=[CH:10][N:9]=1)=[O:7])([CH3:4])([CH3:3])[CH3:2]. (7) Given the reactants [Cl:1][C:2]1[CH:10]=[C:9]2[C:5]([C:6]([C:11]([O:13]C)=[O:12])=[CH:7][NH:8]2)=[CH:4][C:3]=1[C:15]1[CH:20]=[CH:19][C:18]([O:21][CH3:22])=[C:17]([O:23][CH3:24])[CH:16]=1.CO.[OH-].[Na+].Cl, predict the reaction product. The product is: [Cl:1][C:2]1[CH:10]=[C:9]2[C:5]([C:6]([C:11]([OH:13])=[O:12])=[CH:7][NH:8]2)=[CH:4][C:3]=1[C:15]1[CH:20]=[CH:19][C:18]([O:21][CH3:22])=[C:17]([O:23][CH3:24])[CH:16]=1. (8) Given the reactants CC(OC([NH:8][C:9]1([C:24](O)=O)[CH2:14][CH2:13][N:12]([C:15]2[C:16]3[CH:23]=[CH:22][NH:21][C:17]=3[N:18]=[CH:19][N:20]=2)[CH2:11][CH2:10]1)=O)(C)C.[N:27]1([C:32]2[CH:33]=[C:34]([NH2:39])[C:35]([NH2:38])=[CH:36][CH:37]=2)[CH:31]=[CH:30][N:29]=[CH:28]1, predict the reaction product. The product is: [N:27]1([C:32]2[CH:37]=[CH:36][C:35]3[NH:38][C:24]([C:9]4([NH2:8])[CH2:10][CH2:11][N:12]([C:15]5[C:16]6[CH:23]=[CH:22][NH:21][C:17]=6[N:18]=[CH:19][N:20]=5)[CH2:13][CH2:14]4)=[N:39][C:34]=3[CH:33]=2)[CH:31]=[CH:30][N:29]=[CH:28]1. (9) Given the reactants [Cl:1][C:2]1[CH:3]=[C:4]2[C:8](=[CH:9][CH:10]=1)[NH:7][CH:6]=[C:5]2[CH2:11][CH2:12][NH:13][C:14](=[O:23])[C:15]1[CH:20]=[CH:19][CH:18]=[C:17]([CH2:21]Cl)[CH:16]=1.[C:24]([C:26]1[CH:31]=[CH:30][C:29](B(O)O)=[CH:28][CH:27]=1)#[N:25].C(=O)([O-])[O-].[Na+].[Na+].[I-].[Na+], predict the reaction product. The product is: [Cl:1][C:2]1[CH:3]=[C:4]2[C:8](=[CH:9][CH:10]=1)[NH:7][CH:6]=[C:5]2[CH2:11][CH2:12][NH:13][C:14](=[O:23])[C:15]1[CH:20]=[CH:19][CH:18]=[C:17]([CH2:21][C:29]2[CH:30]=[CH:31][C:26]([C:24]#[N:25])=[CH:27][CH:28]=2)[CH:16]=1.